This data is from Forward reaction prediction with 1.9M reactions from USPTO patents (1976-2016). The task is: Predict the product of the given reaction. (1) The product is: [C:1]([O:5][C:6]([N:8]1[CH2:13][CH:12]([CH3:14])[N:11]2[C:15]([C:18]([F:19])([F:20])[F:21])=[N:16][N:17]=[C:10]2[CH:9]1[CH3:22])=[O:7])([CH3:2])([CH3:3])[CH3:4]. Given the reactants [C:1]([O:5][C:6]([N:8]1[CH2:13][CH:12]([CH3:14])[N:11]2[C:15]([C:18]([F:21])([F:20])[F:19])=[N:16][N:17]=[C:10]2[CH2:9]1)=[O:7])([CH3:4])([CH3:3])[CH3:2].[CH3:22]N(C)CCN(C)C.C([Li])CCC.IC, predict the reaction product. (2) Given the reactants [Br:1][C:2]1[CH:3]=[CH:4][C:5]2[N:9]=[C:8]([CH:10]3[CH2:13][CH:12]([CH:14]=[N:15]O)[CH2:11]3)[N:7]([CH3:17])[C:6]=2[CH:18]=1.P(Cl)(Cl)(Cl)=O, predict the reaction product. The product is: [Br:1][C:2]1[CH:3]=[CH:4][C:5]2[N:9]=[C:8]([CH:10]3[CH2:13][CH:12]([C:14]#[N:15])[CH2:11]3)[N:7]([CH3:17])[C:6]=2[CH:18]=1. (3) Given the reactants [NH:1]1[C:9]2[C:4](=[CH:5][CH:6]=[CH:7][CH:8]=2)[C:3]([CH2:10][C@H:11]([NH:29]S(C2C=CC([N+]([O-])=O)=CC=2)(=O)=O)[CH2:12][NH:13][C:14]2[O:18][N:17]=[C:16]([C:19]3[CH:20]=[C:21]4[C:26](=[CH:27][CH:28]=3)[CH:25]=[N:24][CH:23]=[CH:22]4)[CH:15]=2)=[CH:2]1.N1CCCN2CCCCCC=12.SCCO, predict the reaction product. The product is: [NH2:29][C@@H:11]([CH2:10][C:3]1[C:4]2[C:9](=[CH:8][CH:7]=[CH:6][CH:5]=2)[NH:1][CH:2]=1)[CH2:12][NH:13][C:14]1[O:18][N:17]=[C:16]([C:19]2[CH:20]=[C:21]3[C:26](=[CH:27][CH:28]=2)[CH:25]=[N:24][CH:23]=[CH:22]3)[CH:15]=1. (4) Given the reactants [H-].C([Al+]CC(C)C)C(C)C.C1(C)C=CC=CC=1.[CH3:18][CH:19]1[O:23][C:22](=[O:24])[CH:21]([O:25][C:26]2[CH:31]=[CH:30][CH:29]=[CH:28][CH:27]=2)[CH2:20]1.CO.C(C(C(C([O-])=O)O)O)([O-])=O.[Na+].[K+], predict the reaction product. The product is: [CH3:18][CH:19]1[O:23][CH:22]([OH:24])[CH:21]([O:25][C:26]2[CH:31]=[CH:30][CH:29]=[CH:28][CH:27]=2)[CH2:20]1.